This data is from Reaction yield outcomes from USPTO patents with 853,638 reactions. The task is: Predict the reaction yield, written as a fraction of the theoretical maximum amount of product (1.0 means a 100% yield; for example, 0.34 means a 34% yield). (1) The reactants are [NH2:1][C:2]1[C:3]([F:23])=[CH:4][C:5]([CH3:22])=[C:6]([C:8]2[C:9](=[O:21])[N:10]([CH2:19][CH3:20])[C:11]3[C:16]([CH:17]=2)=[CH:15][N:14]=[C:13](Cl)[CH:12]=3)[CH:7]=1.[CH3:24][O:25][CH2:26][CH2:27][NH2:28]. The catalyst is O1CCOCC1. The product is [NH2:1][C:2]1[C:3]([F:23])=[CH:4][C:5]([CH3:22])=[C:6]([C:8]2[C:9](=[O:21])[N:10]([CH2:19][CH3:20])[C:11]3[C:16]([CH:17]=2)=[CH:15][N:14]=[C:13]([NH:28][CH2:27][CH2:26][O:25][CH3:24])[CH:12]=3)[CH:7]=1. The yield is 0.730. (2) The reactants are [CH3:1][N:2]1[C:7](=[O:8])[C:6]([CH3:14])([CH2:9][CH:10]=[C:11]([CH3:13])[CH3:12])[C:5](=[O:15])[NH:4][C:3]1=[O:16].Br[CH2:18][C:19]([C:21]1[CH:26]=[CH:25][CH:24]=[CH:23][CH:22]=1)=[O:20].C([O-])([O-])=O.[K+].[K+]. The product is [CH3:1][N:2]1[C:7](=[O:8])[C:6]([CH3:14])([CH2:9][CH:10]=[C:11]([CH3:12])[CH3:13])[C:5](=[O:15])[N:4]([CH2:18][C:19](=[O:20])[C:21]2[CH:26]=[CH:25][CH:24]=[CH:23][CH:22]=2)[C:3]1=[O:16]. No catalyst specified. The yield is 0.860. (3) The reactants are [CH3:1][N:2]([CH2:10][CH2:11][N:12]1[CH2:17][CH2:16][S:15][C:14]2[CH:18]=[CH:19][C:20]([NH:22][C:23]([C:25]3[S:26][CH:27]=[CH:28][CH:29]=3)=[NH:24])=[CH:21][C:13]1=2)C(=O)OC(C)(C)C.Cl.[OH-].[Na+]. The catalyst is CO.O. The product is [CH3:1][NH:2][CH2:10][CH2:11][N:12]1[CH2:17][CH2:16][S:15][C:14]2[CH:18]=[CH:19][C:20]([NH:22][C:23]([C:25]3[S:26][CH:27]=[CH:28][CH:29]=3)=[NH:24])=[CH:21][C:13]1=2. The yield is 0.517. (4) The reactants are [CH3:1][O:2][C@@H:3]1[CH2:8][C:7](=[O:9])[CH2:6][CH2:5][C@@H:4]1[C:10]([O:12][CH3:13])=[O:11].[BH4-].[Na+]. The catalyst is CO.[NH4+].[Cl-].C(OCC)(=O)C. The product is [OH:9][C@@H:7]1[CH2:6][CH2:5][C@H:4]([C:10]([O:12][CH3:13])=[O:11])[C@H:3]([O:2][CH3:1])[CH2:8]1. The yield is 0.920. (5) The reactants are [C:1](=[O:12])([O:7][C:8]([CH3:11])([CH3:10])[CH3:9])OC(C)(C)C.[F:13][C:14]1[CH:22]=[C:21]([F:23])[CH:20]=[C:19]([F:24])[C:15]=1C(O)=O. The catalyst is CN(C)C1C=CN=CC=1.CC(O)(C)C. The product is [F:13][C:14]1[CH:22]=[C:21]([F:23])[CH:20]=[C:19]([F:24])[C:15]=1[C:1]([O:7][C:8]([CH3:9])([CH3:10])[CH3:11])=[O:12]. The yield is 0.520. (6) The reactants are [CH2:1]([CH:3]1[CH2:12][CH2:11][C:10]2[C:5](=[CH:6][CH:7]=[C:8]([NH:13][S:14]([CH3:17])(=[O:16])=[O:15])[CH:9]=2)[O:4]1)[CH3:2].C1C(=O)N([Br:25])C(=O)C1. The catalyst is C(#N)C. The product is [Br:25][C:6]1[CH:7]=[C:8]([NH:13][S:14]([CH3:17])(=[O:16])=[O:15])[CH:9]=[C:10]2[C:5]=1[O:4][CH:3]([CH2:1][CH3:2])[CH2:12][CH2:11]2. The yield is 0.470. (7) The reactants are [CH:1]1([S:4]([NH:7][C@@H:8]2[CH2:12][N:11]([C:13]([NH:15][CH2:16][C:17]3[N:18]=[C:19]4[CH:25]=[CH:24][N:23]([S:26]([C:29]5[CH:35]=[CH:34][C:32]([CH3:33])=[CH:31][CH:30]=5)(=[O:28])=[O:27])[C:20]4=[N:21][CH:22]=3)=O)[C@H:10]([CH3:36])[CH2:9]2)(=[O:6])=[O:5])[CH2:3][CH2:2]1.O=P(Cl)(Cl)Cl.[OH-].[Na+]. No catalyst specified. The product is [CH3:36][C@H:10]1[N:11]([C:13]2[N:18]3[C:19]4[CH:25]=[CH:24][N:23]([S:26]([C:29]5[CH:35]=[CH:34][C:32]([CH3:33])=[CH:31][CH:30]=5)(=[O:28])=[O:27])[C:20]=4[N:21]=[CH:22][C:17]3=[CH:16][N:15]=2)[CH2:12][C@@H:8]([NH:7][S:4]([CH:1]2[CH2:3][CH2:2]2)(=[O:6])=[O:5])[CH2:9]1. The yield is 0.940.